This data is from Full USPTO retrosynthesis dataset with 1.9M reactions from patents (1976-2016). The task is: Predict the reactants needed to synthesize the given product. (1) Given the product [Br:26][CH2:27][CH2:28][CH2:29][C:30]([NH:1][C:2]1[S:3][C:4]([C:8]([NH:10][CH2:11][C:12]2[CH:17]=[CH:16][C:15]([F:18])=[CH:14][CH:13]=2)=[O:9])=[C:5]([CH3:7])[N:6]=1)=[O:31], predict the reactants needed to synthesize it. The reactants are: [NH2:1][C:2]1[S:3][C:4]([C:8]([NH:10][CH2:11][C:12]2[CH:17]=[CH:16][C:15]([F:18])=[CH:14][CH:13]=2)=[O:9])=[C:5]([CH3:7])[N:6]=1.C(N(CC)CC)C.[Br:26][CH2:27][CH2:28][CH2:29][C:30](Cl)=[O:31]. (2) Given the product [C:1]1([C:7]2([S:13]([CH2:14][C:15]([OH:32])([CH3:31])[C:16]([NH:18][C:19]3[CH:24]=[CH:23][C:22]([C:25]#[N:26])=[C:21]([C:27]([F:28])([F:29])[F:30])[CH:20]=3)=[O:17])(=[O:38])=[O:48])[CH:8]=[CH:9][CH:10]=[CH:11][CH2:12]2)[CH:2]=[CH:3][CH:4]=[CH:5][CH:6]=1, predict the reactants needed to synthesize it. The reactants are: [C:1]1([C:7]2([S:13][CH2:14][C:15]([OH:32])([CH3:31])[C:16]([NH:18][C:19]3[CH:24]=[CH:23][C:22]([C:25]#[N:26])=[C:21]([C:27]([F:30])([F:29])[F:28])[CH:20]=3)=[O:17])[CH:12]=[CH:11][CH:10]=[CH:9][CH2:8]2)[CH:6]=[CH:5][CH:4]=[CH:3][CH:2]=1.OO.FC(F)(F)C(OC(=O)C(F)(F)F)=[O:38].[OH2:48]. (3) Given the product [Br:1][C:2]1[CH:3]=[C:4]2[N:10]=[CH:9][N:8]([CH2:14][C:15]3[CH:25]=[CH:24][C:18]4[N:19]=[C:20]([S:22][CH3:23])[O:21][C:17]=4[CH:16]=3)[C:5]2=[N:6][CH:7]=1, predict the reactants needed to synthesize it. The reactants are: [Br:1][C:2]1[CH:3]=[C:4]2[N:10]=[CH:9][NH:8][C:5]2=[N:6][CH:7]=1.[H-].[Na+].Cl[CH2:14][C:15]1[CH:25]=[CH:24][C:18]2[N:19]=[C:20]([S:22][CH3:23])[O:21][C:17]=2[CH:16]=1.O. (4) Given the product [N:1]1[S:2][N:3]=[C:4]2[CH:9]=[C:8]([O:10][C:11]3[N:19]=[CH:18][CH:17]=[CH:16][C:12]=3[C:13]([NH:20][CH2:21][C:22]3[CH:27]=[CH:26][C:25]([C:28]([OH:31])([CH3:29])[CH3:30])=[CH:24][CH:23]=3)=[O:15])[CH:7]=[CH:6][C:5]=12, predict the reactants needed to synthesize it. The reactants are: [N:1]1[S:2][N:3]=[C:4]2[CH:9]=[C:8]([O:10][C:11]3[N:19]=[CH:18][CH:17]=[CH:16][C:12]=3[C:13]([OH:15])=O)[CH:7]=[CH:6][C:5]=12.[NH2:20][CH2:21][C:22]1[CH:27]=[CH:26][C:25]([C:28]([OH:31])([CH3:30])[CH3:29])=[CH:24][CH:23]=1.O.ON1C2C=CC=CC=2N=N1.Cl.CN(C)CCCN=C=NCC. (5) Given the product [CH2:1]([O:8][C:9]1[CH:18]=[C:17]2[C:12]([CH:13]=[CH:14][C:15](=[O:19])[N:16]2[CH2:45][CH2:46][C:47]23[CH2:54][CH2:53][C:50]([NH:55][C:56](=[O:62])[O:57][C:58]([CH3:61])([CH3:60])[CH3:59])([CH2:51][CH2:52]2)[CH2:49][O:48]3)=[N:11][CH:10]=1)[C:2]1[CH:3]=[CH:4][CH:5]=[CH:6][CH:7]=1, predict the reactants needed to synthesize it. The reactants are: [CH2:1]([O:8][C:9]1[CH:18]=[C:17]2[C:12]([CH:13]=[CH:14][C:15](=[O:19])[NH:16]2)=[N:11][CH:10]=1)[C:2]1[CH:7]=[CH:6][CH:5]=[CH:4][CH:3]=1.C1OCCOCCOCCOCCOCCOC1.C(=O)([O-])[O-].[Na+].[Na+].I[CH2:45][CH2:46][C:47]12[CH2:54][CH2:53][C:50]([NH:55][C:56](=[O:62])[O:57][C:58]([CH3:61])([CH3:60])[CH3:59])([CH2:51][CH2:52]1)[CH2:49][O:48]2. (6) Given the product [CH3:15][O:14][C:11]1[CH:10]=[CH:9][C:8]([C:7]2[N:18]([C:20]3[CH:21]=[CH:22][C:23]([S:26]([NH2:29])(=[O:28])=[O:27])=[CH:24][CH:25]=3)[N:19]=[C:4]([CH3:5])[N:6]=2)=[CH:13][CH:12]=1, predict the reactants needed to synthesize it. The reactants are: C(O[C:4](=[N:6][C:7](=O)[C:8]1[CH:13]=[CH:12][C:11]([O:14][CH3:15])=[CH:10][CH:9]=1)[CH3:5])C.Cl.[NH:18]([C:20]1[CH:25]=[CH:24][C:23]([S:26]([NH2:29])(=[O:28])=[O:27])=[CH:22][CH:21]=1)[NH2:19].C(N(CC)CC)C.O.